Dataset: Peptide-MHC class I binding affinity with 185,985 pairs from IEDB/IMGT. Task: Regression. Given a peptide amino acid sequence and an MHC pseudo amino acid sequence, predict their binding affinity value. This is MHC class I binding data. The binding affinity (normalized) is 0. The peptide sequence is RLRPGGKKK. The MHC is HLA-B35:01 with pseudo-sequence HLA-B35:01.